This data is from Full USPTO retrosynthesis dataset with 1.9M reactions from patents (1976-2016). The task is: Predict the reactants needed to synthesize the given product. (1) Given the product [Cl:30][C:28]1[N:27]=[CH:26][N:25]=[C:24]([O:23][C@H:11]2[CH2:10][C@H:9]([OH:8])[C@H:13]([CH2:14][OH:15])[CH2:12]2)[CH:29]=1, predict the reactants needed to synthesize it. The reactants are: C([O:8][C@@H:9]1[C@H:13]([CH2:14][O:15]CC2C=CC=CC=2)[CH2:12][C@@H:11]([O:23][C:24]2[CH:29]=[C:28]([Cl:30])[N:27]=[CH:26][N:25]=2)[CH2:10]1)C1C=CC=CC=1.ClB(Cl)Cl. (2) Given the product [CH2:1]([O:3][C:4]([C:6]1[CH:15]=[CH:14][C:13]2[C:8](=[CH:9][CH:10]=[C:11]([O:16][S:23]([C:26]([F:29])([F:28])[F:27])(=[O:25])=[O:24])[CH:12]=2)[CH:7]=1)=[O:5])[CH3:2], predict the reactants needed to synthesize it. The reactants are: [CH2:1]([O:3][C:4]([C:6]1[CH:15]=[CH:14][C:13]2[C:8](=[CH:9][CH:10]=[C:11]([OH:16])[CH:12]=2)[CH:7]=1)=[O:5])[CH3:2].N1C=CC=CC=1.[S:23](O[S:23]([C:26]([F:29])([F:28])[F:27])(=[O:25])=[O:24])([C:26]([F:29])([F:28])[F:27])(=[O:25])=[O:24].